Dataset: Full USPTO retrosynthesis dataset with 1.9M reactions from patents (1976-2016). Task: Predict the reactants needed to synthesize the given product. (1) Given the product [Cl:33][C:19]1[CH:18]=[C:17]([CH:22]=[CH:21][C:20]=1[NH:23][C:24]([NH:37][CH:34]1[CH2:36][CH2:35]1)=[O:25])[O:16][C:7]1[C:6]2[C:11](=[CH:12][C:13]([O:14][CH3:15])=[C:4]([C:1]([NH2:2])=[O:3])[CH:5]=2)[N:10]=[CH:9][CH:8]=1, predict the reactants needed to synthesize it. The reactants are: [C:1]([C:4]1[CH:5]=[C:6]2[C:11](=[CH:12][C:13]=1[O:14][CH3:15])[N:10]=[CH:9][CH:8]=[C:7]2[O:16][C:17]1[CH:22]=[CH:21][C:20]([NH:23][C:24](=O)[O:25]C2C=CC=CC=2)=[C:19]([Cl:33])[CH:18]=1)(=[O:3])[NH2:2].[CH:34]1([NH2:37])[CH2:36][CH2:35]1.O.C(O)C. (2) Given the product [Cl:2][C:3]1[CH:4]=[CH:5][C:6]2[N:10]=[C:9]([C@@H:11]3[CH2:15][C@H:14]([F:16])[CH2:13][N:12]3[C:34]([C:33]3[CH:37]=[C:29]([CH3:28])[CH:30]=[CH:31][C:32]=3[N:38]3[N:42]=[CH:41][CH:40]=[N:39]3)=[O:35])[NH:8][C:7]=2[C:17]=1[CH3:18], predict the reactants needed to synthesize it. The reactants are: Cl.[Cl:2][C:3]1[CH:4]=[CH:5][C:6]2[N:10]=[C:9]([C@@H:11]3[CH2:15][C@H:14]([F:16])[CH2:13][NH:12]3)[NH:8][C:7]=2[C:17]=1[CH3:18].CCN(C(C)C)C(C)C.[CH3:28][C:29]1[CH:30]=[CH:31][C:32]([N:38]2[N:42]=[CH:41][CH:40]=[N:39]2)=[C:33]([CH:37]=1)[C:34](O)=[O:35].CN(C(ON1N=NC2C=CC=NC1=2)=[N+](C)C)C.F[P-](F)(F)(F)(F)F. (3) The reactants are: [C:1]([C:3]1[CH:8]=[CH:7][C:6]([CH:9]([CH2:20][CH2:21][O:22][Si](C(C)C)(C(C)C)C(C)C)[CH2:10][N:11](C)[C:12](=O)OC(C)(C)C)=[CH:5][CH:4]=1)#[N:2].Cl. Given the product [OH:22][CH2:21][CH2:20][CH:9]([C:6]1[CH:5]=[CH:4][C:3]([C:1]#[N:2])=[CH:8][CH:7]=1)[CH2:10][NH:11][CH3:12], predict the reactants needed to synthesize it. (4) Given the product [S:4]1[C:8]2[CH:9]=[C:10]([NH:13][C:14]3[C:15]4[CH:22]=[C:21]([C:23]5[CH2:24][CH2:25][N:26]([C:49]([N:39]6[CH2:40][CH2:41][O:42][CH2:43][CH2:44]6)=[O:50])[CH2:27][CH:28]=5)[NH:20][C:16]=4[N:17]=[CH:18][N:19]=3)[CH:11]=[CH:12][C:7]=2[N:6]=[CH:5]1, predict the reactants needed to synthesize it. The reactants are: Cl.Cl.Cl.[S:4]1[C:8]2[CH:9]=[C:10]([NH:13][C:14]3[C:15]4[CH:22]=[C:21]([C:23]5[CH2:24][CH2:25][NH:26][CH2:27][CH:28]=5)[NH:20][C:16]=4[N:17]=[CH:18][N:19]=3)[CH:11]=[CH:12][C:7]=2[N:6]=[CH:5]1.C(N(CC)C(C)C)(C)C.Cl[N:39]1[CH2:44][CH2:43][O:42][CH2:41][C:40]1=C=O.CN(C)[CH:49]=[O:50]. (5) Given the product [S:25]1[CH:26]=[C:22]([CH2:21][C@H:2]([NH:1][C:48](=[O:49])[C@H:47]([CH2:51][CH2:52][CH2:53][CH3:54])[CH2:46][C:44]([N:43]([CH2:42][C:35]2[CH:36]=[CH:37][C:38]([O:40][CH3:41])=[CH:39][C:34]=2[O:33][CH3:32])[O:55][CH2:56][C:57]2[CH:58]=[CH:59][C:60]([O:63][CH3:64])=[CH:61][CH:62]=2)=[O:45])[C:3](=[O:4])[NH:5][CH:6]([C:14](=[O:20])[NH:15][CH2:16][CH2:17][O:18][CH3:19])[CH2:7][C:8]2[CH:9]=[CH:10][CH:11]=[CH:12][CH:13]=2)[C:23]2[CH:30]=[CH:29][CH:28]=[CH:27][C:24]1=2, predict the reactants needed to synthesize it. The reactants are: [NH2:1][C@@H:2]([CH2:21][C:22]1[C:23]2[CH:30]=[CH:29][CH:28]=[CH:27][C:24]=2[S:25][CH:26]=1)[C:3]([NH:5][CH:6]([C:14](=[O:20])[NH:15][CH2:16][CH2:17][O:18][CH3:19])[CH2:7][C:8]1[CH:13]=[CH:12][CH:11]=[CH:10][CH:9]=1)=[O:4].[Cl-].[CH3:32][O:33][C:34]1[CH:39]=[C:38]([O:40][CH3:41])[CH:37]=[CH:36][C:35]=1[CH2:42][N:43]([O:55][CH2:56][C:57]1[CH:62]=[CH:61][C:60]([O:63][CH3:64])=[CH:59][CH:58]=1)[C:44]([CH2:46][C@@H:47]([CH2:51][CH2:52][CH2:53][CH3:54])[C:48](O)=[O:49])=[O:45].[Na].C(Cl)CCl.C1C=CC2N(O)N=NC=2C=1.CN1CCOCC1. (6) Given the product [C:33]([C:19]1[C:20]2[S:24][C:23]([NH:25][C:26]([CH:28]3[CH2:30][CH2:29]3)=[O:27])=[N:22][C:21]=2[CH:31]=[CH:32][C:18]=1[O:17][C:16]1[CH:35]=[CH:36][CH:37]=[C:14]([NH:13][C:1](=[O:12])[NH:53][C:50]2[CH:51]=[N:52][C:47]([C:46]([F:55])([F:45])[F:54])=[CH:48][CH:49]=2)[CH:15]=1)#[N:34], predict the reactants needed to synthesize it. The reactants are: [C:1](=[O:12])(OC(Cl)(Cl)Cl)OC(Cl)(Cl)Cl.[NH2:13][C:14]1[CH:15]=[C:16]([CH:35]=[CH:36][CH:37]=1)[O:17][C:18]1[CH:32]=[CH:31][C:21]2[N:22]=[C:23]([NH:25][C:26]([CH:28]3[CH2:30][CH2:29]3)=[O:27])[S:24][C:20]=2[C:19]=1[C:33]#[N:34].C(N(CC)CC)C.[F:45][C:46]([F:55])([F:54])[C:47]1[N:52]=[CH:51][C:50]([NH2:53])=[CH:49][CH:48]=1.